This data is from Forward reaction prediction with 1.9M reactions from USPTO patents (1976-2016). The task is: Predict the product of the given reaction. (1) The product is: [C:21]([CH:8]([C:7](=[O:14])[CH2:6][O:5][C:1]([CH3:3])([CH3:4])[CH3:2])[C:9]([O:11][CH2:12][CH3:13])=[O:10])(=[O:23])[CH3:22]. Given the reactants [C:1]([O:5][CH2:6][C:7](=[O:14])[CH2:8][C:9]([O:11][CH2:12][CH3:13])=[O:10])([CH3:4])([CH3:3])[CH3:2].N1C=CC=CC=1.[C:21](Cl)(=[O:23])[CH3:22].[Mg+2].[Cl-].[Cl-], predict the reaction product. (2) Given the reactants [C:1]([O:11][CH3:12])(=[O:10])/[CH:2]=[CH:3]/[CH:4]=[CH:5]/[C:6]([O:8][CH3:9])=[O:7].[CH2:13]=[CH:14][C:15]1[CH:20]=[CH:19][CH:18]=[CH:17][CH:16]=1.C(C1C=CC=C(O)C=1O)(C)(C)C, predict the reaction product. The product is: [C:15]1([CH:14]2[CH2:13][CH:2]([C:1]([O:11][CH3:12])=[O:10])[CH2:3][CH2:4][CH:5]2[C:6]([O:8][CH3:9])=[O:7])[CH:20]=[CH:19][CH:18]=[CH:17][CH:16]=1.